Dataset: Reaction yield outcomes from USPTO patents with 853,638 reactions. Task: Predict the reaction yield, written as a fraction of the theoretical maximum amount of product (1.0 means a 100% yield; for example, 0.34 means a 34% yield). (1) The reactants are [CH:1]1([NH2:7])[CH2:6][CH2:5][CH2:4][CH2:3][CH2:2]1.C[Al](C)C.C1(C)C=CC=CC=1.[CH3:19][C:20]1([C:35](OCC)=[O:36])[CH2:25][CH2:24][CH2:23][N:22]([S:26]([C:29]2[CH:34]=[CH:33][CH:32]=[CH:31][CH:30]=2)(=[O:28])=[O:27])[CH2:21]1. The catalyst is C(Cl)Cl. The product is [CH:1]1([NH:7][C:35]([C:20]2([CH3:19])[CH2:25][CH2:24][CH2:23][N:22]([S:26]([C:29]3[CH:34]=[CH:33][CH:32]=[CH:31][CH:30]=3)(=[O:27])=[O:28])[CH2:21]2)=[O:36])[CH2:6][CH2:5][CH2:4][CH2:3][CH2:2]1. The yield is 0.0320. (2) The reactants are C([O:5][C@H:6]([CH3:17])[CH2:7][C:8]1[CH:13]=[CH:12][C:11]([N+:14]([O-:16])=[O:15])=[CH:10][CH:9]=1)(=O)CC.[OH-].[Na+].O. The catalyst is C(O)C. The product is [N+:14]([C:11]1[CH:10]=[CH:9][C:8]([CH2:7][C@H:6]([OH:5])[CH3:17])=[CH:13][CH:12]=1)([O-:16])=[O:15]. The yield is 0.800.